From a dataset of Reaction yield outcomes from USPTO patents with 853,638 reactions. Predict the reaction yield, written as a fraction of the theoretical maximum amount of product (1.0 means a 100% yield; for example, 0.34 means a 34% yield). The reactants are C(Cl)(=O)C(Cl)=O.CS(C)=O.[Cl:11][C:12]1[CH:19]=[C:18]([N:20]2[C@@H:26]([CH3:27])[C@H:25]([OH:28])[C:22]3([CH2:24][CH2:23]3)[C:21]2=[O:29])[CH:17]=[CH:16][C:13]=1[C:14]#[N:15].C(N(CC)CC)C. The catalyst is C(Cl)Cl.O. The product is [Cl:11][C:12]1[CH:19]=[C:18]([N:20]2[C@@H:26]([CH3:27])[C:25](=[O:28])[C:22]3([CH2:24][CH2:23]3)[C:21]2=[O:29])[CH:17]=[CH:16][C:13]=1[C:14]#[N:15]. The yield is 0.880.